From a dataset of Full USPTO retrosynthesis dataset with 1.9M reactions from patents (1976-2016). Predict the reactants needed to synthesize the given product. (1) Given the product [Cl:10][C:11]1[CH:19]=[C:18]([Cl:20])[C:17]([F:21])=[CH:16][C:12]=1[C:13]([N:65]1[CH2:64][CH2:63][N:62]([C:45](=[O:44])[CH2:46][NH:47][C:48]([C:50]2[CH:55]=[CH:54][C:53]([C:56]3[CH:61]=[CH:60][CH:59]=[CH:58][CH:57]=3)=[CH:52][CH:51]=2)=[O:49])[CH2:67][CH2:66]1)=[O:15], predict the reactants needed to synthesize it. The reactants are: CCN(C(C)C)C(C)C.[Cl:10][C:11]1[CH:19]=[C:18]([Cl:20])[C:17]([F:21])=[CH:16][C:12]=1[C:13]([OH:15])=O.C1C=CC2N(O)N=NC=2C=1.CCN=C=NCCCN(C)C.Cl.[O:44]=[C:45]([N:62]1[CH2:67][CH2:66][NH:65][CH2:64][CH2:63]1)[CH2:46][NH:47][C:48]([C:50]1[CH:55]=[CH:54][C:53]([C:56]2[CH:61]=[CH:60][CH:59]=[CH:58][CH:57]=2)=[CH:52][CH:51]=1)=[O:49]. (2) Given the product [Cl:6][C:7]1[CH:15]=[C:14]([NH:16][S:17]([CH3:20])(=[O:19])=[O:18])[CH:13]=[CH:12][C:8]=1[C:9]([O:11][CH3:21])=[O:10], predict the reactants needed to synthesize it. The reactants are: S(=O)(=O)(O)O.[Cl:6][C:7]1[CH:15]=[C:14]([NH:16][S:17]([CH3:20])(=[O:19])=[O:18])[CH:13]=[CH:12][C:8]=1[C:9]([OH:11])=[O:10].[CH3:21]O. (3) Given the product [C:1]1([C:7]2[CH:28]=[CH:29][C:24]([NH2:23])=[N:25][CH:26]=2)[CH:6]=[CH:5][CH:4]=[CH:3][CH:2]=1, predict the reactants needed to synthesize it. The reactants are: [C:1]1([CH3:7])[CH:6]=[CH:5][CH:4]=[CH:3][CH:2]=1.C(=O)([O-])[O-].[Na+].[Na+].C1(B(O)O)C=CC=CC=1.[NH2:23][C:24]1[CH:29]=[CH:28]C(I)=[CH:26][N:25]=1. (4) Given the product [CH3:28][N:27]([CH3:29])[C@@H:24]1[CH2:25][CH2:26][N:22]([C:19]2[CH:20]=[CH:21][C:16]([N:10]3[CH2:9][CH2:8][C:7]4[C:12](=[CH:13][CH:14]=[C:5]([C:3]([OH:4])=[O:2])[CH:6]=4)[C:11]3=[O:15])=[CH:17][C:18]=2[F:30])[CH2:23]1, predict the reactants needed to synthesize it. The reactants are: C[O:2][C:3]([C:5]1[CH:6]=[C:7]2[C:12](=[CH:13][CH:14]=1)[C:11](=[O:15])[N:10]([C:16]1[CH:21]=[CH:20][C:19]([N:22]3[CH2:26][CH2:25][C@@H:24]([N:27]([CH3:29])[CH3:28])[CH2:23]3)=[C:18]([F:30])[CH:17]=1)[CH2:9][CH2:8]2)=[O:4].[OH-].[Na+].CO. (5) Given the product [CH2:26]([O:19][N:18]=[C:17]([C:20]1[CH:25]=[CH:24][CH:23]=[CH:22][CH:21]=1)[CH2:16][CH2:15][N:12]1[CH2:11][CH2:10][N:9]([C:4]2[CH:5]=[CH:6][CH:7]=[CH:8][C:3]=2[O:2][CH3:1])[CH2:14][CH2:13]1)[CH3:27], predict the reactants needed to synthesize it. The reactants are: [CH3:1][O:2][C:3]1[CH:8]=[CH:7][CH:6]=[CH:5][C:4]=1[N:9]1[CH2:14][CH2:13][N:12]([CH2:15][CH2:16][C:17]([C:20]2[CH:25]=[CH:24][CH:23]=[CH:22][CH:21]=2)=[N:18][OH:19])[CH2:11][CH2:10]1.[CH3:26][C:27](C)([O-])C.[K+].C(I)C. (6) Given the product [Cl:22][CH2:23][CH2:24][CH2:25][CH2:26][CH:8]([C:5]1[CH:6]=[N:7][C:2]([Cl:1])=[CH:3][CH:4]=1)[C:9]([OH:11])=[O:10], predict the reactants needed to synthesize it. The reactants are: [Cl:1][C:2]1[N:7]=[CH:6][C:5]([CH2:8][C:9]([OH:11])=[O:10])=[CH:4][CH:3]=1.C[Si]([N-][Si](C)(C)C)(C)C.[Na+].[Cl:22][CH2:23][CH2:24][CH2:25][CH2:26]I. (7) Given the product [I:16][C:4]1[CH:5]=[C:6]([N+:13]([O-:15])=[O:14])[C:7]2[C:12](=[CH:11][CH:10]=[CH:9][CH:8]=2)[C:3]=1[O:2][CH3:1], predict the reactants needed to synthesize it. The reactants are: [CH3:1][O:2][C:3]1[C:12]2[C:7](=[CH:8][CH:9]=[CH:10][CH:11]=2)[C:6]([N+:13]([O-:15])=[O:14])=[CH:5][CH:4]=1.[I:16]N1C(=O)CCC1=O. (8) Given the product [ClH:16].[ClH:16].[CH3:8][N:7]1[CH2:6][CH2:5][NH:4][CH2:3][C@@H:2]1[CH3:1], predict the reactants needed to synthesize it. The reactants are: [CH3:1][C@@H:2]1[N:7]([CH3:8])[CH2:6][CH2:5][N:4](C(OC(C)(C)C)=O)[CH2:3]1.[ClH:16]. (9) Given the product [CH3:10][CH:2]([CH3:1])[CH:3]([C:18]1[CH:26]=[CH:25][CH:21]=[CH:20][CH:19]=1)[CH2:4][CH2:5][OH:7], predict the reactants needed to synthesize it. The reactants are: [CH3:1][CH:2]([CH3:10])[CH2:3][CH2:4][C:5]([O:7]CC)=O.[H-].[Al+3].[Li+].[H-].[H-].[H-].O1[CH2:21][CH2:20][CH2:19][CH2:18]1.O.[OH-].[Na+].[CH2:25](OCC)[CH3:26]. (10) Given the product [CH2:14]([N:16]1[C:24]2[C:19](=[CH:20][C:21]([C:25]3[NH:13][C:12]4[N:11]([N:10]=[CH:9][C:8]=4[C:7]4[N:3]([CH2:1][CH3:2])[N:4]=[CH:5][CH:6]=4)[C:27](=[O:28])[CH:26]=3)=[CH:22][CH:23]=2)[CH:18]=[N:17]1)[CH3:15], predict the reactants needed to synthesize it. The reactants are: [CH2:1]([N:3]1[C:7]([C:8]2[CH:9]=[N:10][NH:11][C:12]=2[NH2:13])=[CH:6][CH:5]=[N:4]1)[CH3:2].[CH2:14]([N:16]1[C:24]2[C:19](=[CH:20][C:21]([C:25](=O)[CH2:26][C:27](OCC)=[O:28])=[CH:22][CH:23]=2)[CH:18]=[N:17]1)[CH3:15].CC1C=CC(S(O)(=O)=O)=CC=1.